The task is: Predict the product of the given reaction.. This data is from Forward reaction prediction with 1.9M reactions from USPTO patents (1976-2016). (1) Given the reactants [C:1]12([CH2:11]OC3C(Cl)=CC(C(OC)=O)=CN=3)CC3CC(CC(C3)[CH2:2]1)C2.Cl[C:25]1[C:26]([O:36][CH2:37][C:38]23[CH2:48][C:42]4([F:49])[CH2:43][C:44]([F:47])([CH2:46][C:40]([F:50])([CH2:41]4)[CH2:39]2)[CH2:45]3)=[CH:27][C:28]([F:35])=[C:29]([CH:34]=1)[C:30]([O:32][CH3:33])=[O:31], predict the reaction product. The product is: [CH:11]1([C:25]2[C:26]([O:36][CH2:37][C:38]34[CH2:45][C:44]5([F:47])[CH2:43][C:42]([F:49])([CH2:41][C:40]([F:50])([CH2:46]5)[CH2:39]3)[CH2:48]4)=[CH:27][C:28]([F:35])=[C:29]([CH:34]=2)[C:30]([O:32][CH3:33])=[O:31])[CH2:1][CH2:2]1. (2) Given the reactants [OH:1][CH2:2][CH2:3][NH:4][S:5]([C:8]1[CH:13]=[CH:12][C:11](B(O)O)=[CH:10][CH:9]=1)(=[O:7])=[O:6].[C:17]1(=O)[CH2:22][CH2:21][CH2:20][CH:19]=[CH:18]1, predict the reaction product. The product is: [OH:1][CH2:2][CH2:3][NH:4][S:5]([C:8]1[CH:13]=[CH:12][C:11]([CH:19]2[CH2:20][CH2:21][CH2:22][CH:17]([NH:4][C@@H:3]([C:18]3[C:17]4[C:22](=[CH:13][CH:8]=[CH:9][CH:10]=4)[CH:21]=[CH:20][CH:19]=3)[CH3:2])[CH2:18]2)=[CH:10][CH:9]=1)(=[O:7])=[O:6]. (3) Given the reactants F[C:2]1[CH:9]=[CH:8][C:5]([CH:6]=[O:7])=[CH:4][C:3]=1[O:10][CH3:11].[NH:12]1[CH:16]=[CH:15][CH:14]=[N:13]1.C([O-])([O-])=O.[K+].[K+], predict the reaction product. The product is: [CH3:11][O:10][C:3]1[CH:4]=[C:5]([CH:8]=[CH:9][C:2]=1[N:12]1[CH:16]=[CH:15][CH:14]=[N:13]1)[CH:6]=[O:7]. (4) Given the reactants C([O-])([O-])=[O:2].[K+].[K+].[C:7]([C:9]1[C:10]([NH:15][C:16](=O)[CH2:17][CH2:18][CH2:19][CH2:20][C:21]2[CH:26]=[CH:25][CH:24]=[CH:23][CH:22]=2)=[N:11][CH:12]=[N:13][CH:14]=1)#[N:8].OO, predict the reaction product. The product is: [C:21]1([CH2:20][CH2:19][CH2:18][CH2:17][C:16]2[NH:8][C:7](=[O:2])[C:9]3[C:10]([N:15]=2)=[N:11][CH:12]=[N:13][CH:14]=3)[CH:26]=[CH:25][CH:24]=[CH:23][CH:22]=1. (5) The product is: [OH:23][C:12]1[CH:11]=[C:10]([CH:15]=[C:14]([O:16][CH:17]2[CH2:22][CH2:21][O:20][CH2:19][CH2:18]2)[CH:13]=1)[C:9]([NH:8][C:5]1[CH:4]=[N:3][C:2]([CH3:1])=[CH:7][N:6]=1)=[O:31]. Given the reactants [CH3:1][C:2]1[N:3]=[CH:4][C:5]([NH:8][C:9](=[O:31])[C:10]2[CH:15]=[C:14]([O:16][CH:17]3[CH2:22][CH2:21][O:20][CH2:19][CH2:18]3)[CH:13]=[C:12]([O:23]CC3C=CC=CC=3)[CH:11]=2)=[N:6][CH:7]=1, predict the reaction product. (6) Given the reactants [CH2:1]([N:3]1[C:11]2[C:6](=[N:7][CH:8]=[CH:9][CH:10]=2)[C:5]([C:12]2[CH:17]=[CH:16][C:15]([C:18]([C:20]3[N:24](COCC[Si](C)(C)C)[C:23]4[CH:33]=[CH:34][CH:35]=[CH:36][C:22]=4[N:21]=3)=[O:19])=[CH:14][CH:13]=2)=[N:4]1)[CH3:2].CCO.Cl.[OH-].[Na+], predict the reaction product. The product is: [NH:24]1[C:23]2[CH:33]=[CH:34][CH:35]=[CH:36][C:22]=2[N:21]=[C:20]1[C:18]([C:15]1[CH:14]=[CH:13][C:12]([C:5]2[C:6]3=[N:7][CH:8]=[CH:9][CH:10]=[C:11]3[N:3]([CH2:1][CH3:2])[N:4]=2)=[CH:17][CH:16]=1)=[O:19].